From a dataset of CYP2C9 substrate classification data from Carbon-Mangels et al.. Regression/Classification. Given a drug SMILES string, predict its absorption, distribution, metabolism, or excretion properties. Task type varies by dataset: regression for continuous measurements (e.g., permeability, clearance, half-life) or binary classification for categorical outcomes (e.g., BBB penetration, CYP inhibition). Dataset: cyp2c9_substrate_carbonmangels. (1) The molecule is C#C[C@]1(O)CC[C@H]2[C@@H]3CCc4cc(OC)ccc4[C@H]3CC[C@@]21C. The result is 1 (substrate). (2) The compound is C[C@@H]1CO[C@]2(c3ccccc3Cl)c3cc(Cl)ccc3NC(=O)CN12. The result is 0 (non-substrate). (3) The drug is CCOc1nc2cccc(C(=O)O)c2n1Cc1ccc(-c2ccccc2-c2nnn[nH]2)cc1. The result is 1 (substrate). (4) The drug is CC(C)n1c(/C=C\[C@@H](O)C[C@@H](O)CC(=O)O)c(-c2ccc(F)cc2)c2ccccc21. The result is 1 (substrate). (5) The molecule is Cc1ccccc1[C@H](OCCN(C)C)c1ccccc1. The result is 0 (non-substrate).